This data is from Full USPTO retrosynthesis dataset with 1.9M reactions from patents (1976-2016). The task is: Predict the reactants needed to synthesize the given product. Given the product [Br:1][C:2]1[CH:10]=[C:9]2[C:5]([CH2:6][C:7]3([C:8]2=[O:11])[CH2:28][CH2:27][O:26][CH2:25][CH2:24]3)=[CH:4][CH:3]=1, predict the reactants needed to synthesize it. The reactants are: [Br:1][C:2]1[CH:10]=[C:9]2[C:5]([CH2:6][CH2:7][C:8]2=[O:11])=[CH:4][CH:3]=1.C(O[K])(C)(C)C.CC(O)(C)C.Br[CH2:24][CH2:25][O:26][CH2:27][CH2:28]Br.